The task is: Regression. Given a peptide amino acid sequence and an MHC pseudo amino acid sequence, predict their binding affinity value. This is MHC class I binding data.. This data is from Peptide-MHC class I binding affinity with 185,985 pairs from IEDB/IMGT. (1) The peptide sequence is FVNYNFTLV. The MHC is HLA-B51:01 with pseudo-sequence HLA-B51:01. The binding affinity (normalized) is 0.157. (2) The peptide sequence is VTFMWTNCR. The MHC is Mamu-B6601 with pseudo-sequence Mamu-B6601. The binding affinity (normalized) is 0.664. (3) The peptide sequence is ALFEDYPGC. The MHC is HLA-B15:01 with pseudo-sequence HLA-B15:01. The binding affinity (normalized) is 0.0847. (4) The peptide sequence is WLSTYAVRI. The MHC is Mamu-A2201 with pseudo-sequence Mamu-A2201. The binding affinity (normalized) is 0.0183. (5) The peptide sequence is QFTSAICSVV. The MHC is Patr-A0701 with pseudo-sequence Patr-A0701. The binding affinity (normalized) is 0.361. (6) The peptide sequence is FLHPKHWGT. The MHC is HLA-A30:01 with pseudo-sequence HLA-A30:01. The binding affinity (normalized) is 0.0847.